Dataset: Full USPTO retrosynthesis dataset with 1.9M reactions from patents (1976-2016). Task: Predict the reactants needed to synthesize the given product. (1) Given the product [F:34][C:35]1[CH:40]=[CH:39][C:38]([CH2:41][C:42]#[C:43][C:2]2[CH:3]=[C:4]([C:8]3[N:9]=[N:10][N:11]([CH2:13][C:14]4[CH:19]=[CH:18][C:17]([S:20]([OH:23])(=[O:22])=[O:21])=[CH:16][CH:15]=4)[N:12]=3)[CH:5]=[CH:6][CH:7]=2)=[CH:37][CH:36]=1, predict the reactants needed to synthesize it. The reactants are: Br[C:2]1[CH:3]=[C:4]([C:8]2[N:9]=[N:10][N:11]([CH2:13][C:14]3[CH:19]=[CH:18][C:17]([S:20]([OH:23])(=[O:22])=[O:21])=[CH:16][CH:15]=3)[N:12]=2)[CH:5]=[CH:6][CH:7]=1.[Na].C(N(C(C)C)CC)(C)C.[F:34][C:35]1[CH:40]=[CH:39][C:38]([CH2:41][C:42]#[CH:43])=[CH:37][CH:36]=1. (2) Given the product [OH:22][C:18]1([CH2:12][S:9]([NH2:8])(=[O:10])=[O:11])[CH2:21][CH2:20][CH2:19]1, predict the reactants needed to synthesize it. The reactants are: C([NH:8][S:9]([CH3:12])(=[O:11])=[O:10])C1C=CC=CC=1.C([Li])CCC.[C:18]1(=[O:22])[CH2:21][CH2:20][CH2:19]1.C(O)(=O)C. (3) Given the product [CH2:1]([O:3][P:4]([CH2:9][C:31]([N:28]1[CH2:29][CH2:30][N:25]([C:18]2[C:19]3[C:24](=[CH:23][CH:22]=[CH:21][CH:20]=3)[N:15]=[CH:16][CH:17]=2)[CH2:26][CH2:27]1)=[O:32])([O:5][CH2:6][CH3:7])=[O:8])[CH3:2], predict the reactants needed to synthesize it. The reactants are: [CH2:1]([O:3][P:4]([CH3:9])(=[O:8])[O:5][CH2:6][CH3:7])[CH3:2].C([Li])CCC.[N:15]1[C:24]2[C:19](=[CH:20][CH:21]=[CH:22][CH:23]=2)[C:18]([N:25]2[CH2:30][CH2:29][N:28]([C:31](OCC)=[O:32])[CH2:27][CH2:26]2)=[CH:17][CH:16]=1.[OH-].[Na+]. (4) Given the product [CH2:26]([O:25][C:22]1[CH:23]=[C:24]2[C:19](=[CH:20][C:21]=1[O:28][CH2:29][CH3:30])[N:18]=[CH:17][C:16]([C:31]([NH2:33])=[O:32])=[C:15]2[NH:14][C:10]1[CH:11]=[CH:12][CH:13]=[C:8]([CH2:7][N:1]2[CH:5]=[CH:4][N:3]=[CH:2]2)[C:9]=1[CH2:34][CH3:35])[CH3:27], predict the reactants needed to synthesize it. The reactants are: [NH:1]1[CH:5]=[CH:4][N:3]=[CH:2]1.Cl[CH2:7][C:8]1[C:9]([CH2:34][CH3:35])=[C:10]([NH:14][C:15]2[C:24]3[C:19](=[CH:20][C:21]([O:28][CH2:29][CH3:30])=[C:22]([O:25][CH2:26][CH3:27])[CH:23]=3)[N:18]=[CH:17][C:16]=2[C:31]([NH2:33])=[O:32])[CH:11]=[CH:12][CH:13]=1. (5) Given the product [CH3:1][O:2][C:3]1[CH:4]=[CH:5][C:6]2[O:10][C:9]([CH:11]([NH:18][C:19]3[CH:20]=[CH:21][C:22]([C:25]([N:27]([CH3:35])[CH2:28][CH2:29][C:30]([O:32][CH2:33][CH3:34])=[O:31])=[O:26])=[CH:23][CH:24]=3)[CH2:12][CH2:13][CH2:14][CH2:15][S:49]([CH3:39])(=[O:52])=[O:50])=[C:8]([CH3:36])[C:7]=2[CH:37]=1, predict the reactants needed to synthesize it. The reactants are: [CH3:1][O:2][C:3]1[CH:4]=[CH:5][C:6]2[O:10][C:9]([CH:11]([NH:18][C:19]3[CH:24]=[CH:23][C:22]([C:25]([N:27]([CH3:35])[CH2:28][CH2:29][C:30]([O:32][CH2:33][CH3:34])=[O:31])=[O:26])=[CH:21][CH:20]=3)[CH2:12][CH2:13][CH2:14][CH2:15]SC)=[C:8]([CH3:36])[C:7]=2[CH:37]=1.Cl[C:39]1C=CC=C(C(OO)=O)C=1.[S:49]([O-:52])([O-])=[O:50].[Na+].[Na+]. (6) Given the product [CH2:23]([O:25][C:26](=[O:49])[C:27]1[CH:32]=[CH:31][C:30]([CH2:33][C:34]2[O:4][N:1]=[C:36]([CH2:39][OH:40])[N:35]=2)=[CH:29][CH:28]=1)[CH3:24], predict the reactants needed to synthesize it. The reactants are: [N+:1]([O-:4])([O-])=O.[Ce+4].[NH4+].[N+]([O-])([O-])=O.[N+]([O-])([O-])=O.[N+]([O-])([O-])=O.[N+]([O-])([O-])=O.[CH2:23]([O:25][C:26](=[O:49])[C:27]1[CH:32]=[CH:31][C:30]([CH2:33][C:34]2ON=[C:36]([CH2:39][O:40]C3C=CC(OC)=CC=3)[N:35]=2)=[CH:29][CH:28]=1)[CH3:24].[Na].C(OCC)(=O)C. (7) Given the product [CH2:11]([O:10][C:8]([NH:7][CH:4]([P:25]([O:26][CH3:27])([O:24][CH3:23])=[O:28])[C:3]([O:2][CH3:1])=[O:18])=[O:9])[C:12]1[CH:13]=[CH:14][CH:15]=[CH:16][CH:17]=1, predict the reactants needed to synthesize it. The reactants are: [CH3:1][O:2][C:3](=[O:18])[CH:4]([NH:7][C:8]([O:10][CH2:11][C:12]1[CH:17]=[CH:16][CH:15]=[CH:14][CH:13]=1)=[O:9])OC.P(Cl)(Cl)Cl.[CH3:23][O:24][P:25]([O:28]C)[O:26][CH3:27]. (8) Given the product [CH3:30][NH:31][C:20]([C:17]1[S:16][C:15]([NH:14][C:12](=[O:13])[CH:11]([C:8]2[CH:9]=[CH:10][C:5]([S:2]([CH3:1])(=[O:3])=[O:4])=[CH:6][CH:7]=2)[CH2:23][CH:24]2[CH2:29][CH2:28][O:27][CH2:26][CH2:25]2)=[N:19][CH:18]=1)=[O:22], predict the reactants needed to synthesize it. The reactants are: [CH3:1][S:2]([C:5]1[CH:10]=[CH:9][C:8]([CH:11]([CH2:23][CH:24]2[CH2:29][CH2:28][O:27][CH2:26][CH2:25]2)[C:12]([NH:14][C:15]2[S:16][C:17]([C:20]([OH:22])=O)=[CH:18][N:19]=2)=[O:13])=[CH:7][CH:6]=1)(=[O:4])=[O:3].[CH3:30][NH2:31].Cl. (9) Given the product [CH3:1][O:2][C:3]1[CH:4]=[C:5]([C:11]2([CH2:16][NH:17][C:34]([C:26]3[O:25][C:29]4[CH:30]=[CH:31][CH:32]=[CH:33][C:28]=4[CH:27]=3)=[O:35])[CH2:12][CH2:13][CH2:14][CH2:15]2)[CH:6]=[CH:7][C:8]=1[O:9][CH3:10], predict the reactants needed to synthesize it. The reactants are: [CH3:1][O:2][C:3]1[CH:4]=[C:5]([C:11]2([CH2:16][NH2:17])[CH2:15][CH2:14][CH2:13][CH2:12]2)[CH:6]=[CH:7][C:8]=1[O:9][CH3:10].C(N(CC)CC)C.[O:25]1[C:29]2[CH:30]=[CH:31][CH:32]=[CH:33][C:28]=2[CH:27]=[C:26]1[C:34](Cl)=[O:35].